Dataset: Forward reaction prediction with 1.9M reactions from USPTO patents (1976-2016). Task: Predict the product of the given reaction. (1) Given the reactants [OH:1][CH2:2][C:3]1([C:18]2[CH:23]=[CH:22][CH:21]=[CH:20][CH:19]=2)[CH2:9][CH:8]2[N:10]([C:11]([O:13][C:14]([CH3:17])([CH3:16])[CH3:15])=[O:12])[CH:5]([CH2:6][CH2:7]2)[CH2:4]1.[S:24](Cl)([CH3:27])(=[O:26])=[O:25].C(N(CC)CC)C.C(=O)([O-])O.[Na+], predict the reaction product. The product is: [CH3:27][S:24]([O:1][CH2:2][C:3]1([C:18]2[CH:19]=[CH:20][CH:21]=[CH:22][CH:23]=2)[CH2:4][CH:5]2[N:10]([C:11]([O:13][C:14]([CH3:17])([CH3:15])[CH3:16])=[O:12])[CH:8]([CH2:7][CH2:6]2)[CH2:9]1)(=[O:26])=[O:25]. (2) Given the reactants BrC1C=CC=C(CO)N=1.Br[C:11]1[CH:16]=[C:15]([CH2:17][OH:18])[CH:14]=[CH:13][N:12]=1.N1NN=CC=1.[N:24]1[N:25]=[CH:26][NH:27][CH:28]=1, predict the reaction product. The product is: [N:24]1([C:11]2[CH:16]=[C:15]([CH2:17][OH:18])[CH:14]=[CH:13][N:12]=2)[CH:28]=[N:27][CH:26]=[N:25]1. (3) Given the reactants Br[CH2:2][C:3]([F:13])([F:12])[O:4][C:5]1[C:6]([NH2:11])=[N:7][CH:8]=[CH:9][CH:10]=1, predict the reaction product. The product is: [F:13][C:3]([F:12])([O:4][C:5]1[C:6]([NH2:11])=[N:7][CH:8]=[CH:9][CH:10]=1)[CH3:2]. (4) Given the reactants Br[C:2]1[C:3]([C:10]2[CH:15]=[CH:14][C:13]([O:16][CH3:17])=[CH:12][C:11]=2[F:18])=[N:4][N:5]([CH3:9])[C:6]=1[C:7]#[N:8].C([Sn](CCCC)(CCCC)[C:24]1[C:28]([CH3:29])=[CH:27][S:26][C:25]=1[CH3:30])CCC.C1(C)C=CC=CC=1P(C1C=CC=CC=1C)C1C=CC=CC=1C, predict the reaction product. The product is: [CH3:30][C:25]1[S:26][CH:27]=[C:28]([CH3:29])[C:24]=1[C:2]1[C:3]([C:10]2[CH:15]=[CH:14][C:13]([O:16][CH3:17])=[CH:12][C:11]=2[F:18])=[N:4][N:5]([CH3:9])[C:6]=1[C:7]#[N:8]. (5) Given the reactants [Cl:1][C:2]1[CH:3]=[C:4]([C@H:9]2[CH2:13][CH2:12][N:11]([C@H:14]3[CH2:18][CH2:17][N:16]([C:19]4[CH:24]=[CH:23][C:22]([S:25]([N:28](S(C5C=CC(OC)=CC=5)(=O)=O)[C:29]5[S:30][CH:31]=[CH:32][N:33]=5)(=[O:27])=[O:26])=[CH:21][CH:20]=4)[C:15]3=[O:45])[CH2:10]2)[CH:5]=[C:6]([Cl:8])[CH:7]=1.N1CCOCC1, predict the reaction product. The product is: [Cl:1][C:2]1[CH:3]=[C:4]([C@H:9]2[CH2:13][CH2:12][N:11]([C@H:14]3[CH2:18][CH2:17][N:16]([C:19]4[CH:20]=[CH:21][C:22]([S:25]([NH:28][C:29]5[S:30][CH:31]=[CH:32][N:33]=5)(=[O:26])=[O:27])=[CH:23][CH:24]=4)[C:15]3=[O:45])[CH2:10]2)[CH:5]=[C:6]([Cl:8])[CH:7]=1. (6) The product is: [Cl:1][C:2]1[CH:15]=[CH:14][CH:13]=[CH:12][C:3]=1[CH2:4][C:5]1[N:9]([CH3:10])[C:8]([NH:11][C:23](=[O:24])[CH:22]([C:16]2[CH:21]=[CH:20][CH:19]=[CH:18][CH:17]=2)[CH2:26][CH3:27])=[N:7][CH:6]=1. Given the reactants [Cl:1][C:2]1[CH:15]=[CH:14][CH:13]=[CH:12][C:3]=1[CH2:4][C:5]1[N:9]([CH3:10])[C:8]([NH2:11])=[N:7][CH:6]=1.[C:16]1([CH:22]([CH2:26][CH3:27])[C:23](O)=[O:24])[CH:21]=[CH:20][CH:19]=[CH:18][CH:17]=1.C(N(CC)CC)C.F[P-](F)(F)(F)(F)F.N1(OC(N(C)C)=[N+](C)C)C2N=CC=CC=2N=N1, predict the reaction product. (7) Given the reactants [Cl:1][C:2]1[CH:11]=[CH:10][C:9]2[N:8]=[CH:7][C:6]3[NH:12][C:13](=[O:26])[N:14]([C:15]4[CH:20]=[CH:19][C:18]([C:21]([CH3:25])([CH3:24])[C:22]#[N:23])=[CH:17][CH:16]=4)[C:5]=3[C:4]=2[CH:3]=1.C(N(CC)CC)C.[C:34]([C:36]1[CH:41]=[CH:40][CH:39]=[CH:38][C:37]=1[S:42](Cl)(=[O:44])=[O:43])#[N:35].O, predict the reaction product. The product is: [Cl:1][C:2]1[CH:11]=[CH:10][C:9]2[N:8]=[CH:7][C:6]3[N:12]([S:42]([C:37]4[CH:38]=[CH:39][CH:40]=[CH:41][C:36]=4[C:34]#[N:35])(=[O:44])=[O:43])[C:13](=[O:26])[N:14]([C:15]4[CH:20]=[CH:19][C:18]([C:21]([C:22]#[N:23])([CH3:24])[CH3:25])=[CH:17][CH:16]=4)[C:5]=3[C:4]=2[CH:3]=1.